This data is from Forward reaction prediction with 1.9M reactions from USPTO patents (1976-2016). The task is: Predict the product of the given reaction. (1) Given the reactants [Br:1][C:2]1[CH:3]=[C:4]([C:10]2[S:11][C:12]3[CH2:17][CH2:16][C:15](=O)[NH:14][C:13]=3[N:19]=2)[C:5]([O:8][CH3:9])=[N:6][CH:7]=1, predict the reaction product. The product is: [Br:1][C:2]1[CH:3]=[C:4]([C:10]2[S:11][C:12]3[CH2:17][CH2:16][CH2:15][NH:14][C:13]=3[N:19]=2)[C:5]([O:8][CH3:9])=[N:6][CH:7]=1. (2) Given the reactants [CH3:1][O:2][CH2:3][CH2:4]Br.C(=O)([O-])[O-].[K+].[K+].[Br:12][C:13]1[CH:14]=[C:15]([OH:21])[CH:16]=[CH:17][C:18]=1[O:19][CH3:20], predict the reaction product. The product is: [Br:12][C:13]1[CH:14]=[C:15]([O:21][CH2:4][CH2:3][O:2][CH3:1])[CH:16]=[CH:17][C:18]=1[O:19][CH3:20]. (3) Given the reactants [C:1]([N:4]1[CH2:9][CH2:8][C:7]2[N:10]([C@@H:21]3[C:29]4[C:24](=[C:25](Br)[CH:26]=[C:27]([F:30])[CH:28]=4)[CH2:23][C@H:22]3[OH:32])[N:11]=[C:12]([C:13]3[CH:14]=[C:15]([CH:18]=[CH:19][CH:20]=3)[C:16]#[N:17])[C:6]=2[CH2:5]1)(=[O:3])[CH3:2].[CH3:33][Sn](C)(C)C, predict the reaction product. The product is: [C:1]([N:4]1[CH2:9][CH2:8][C:7]2[N:10]([C@@H:21]3[C:29]4[C:24](=[C:25]([CH3:33])[CH:26]=[C:27]([F:30])[CH:28]=4)[CH2:23][C@H:22]3[OH:32])[N:11]=[C:12]([C:13]3[CH:14]=[C:15]([CH:18]=[CH:19][CH:20]=3)[C:16]#[N:17])[C:6]=2[CH2:5]1)(=[O:3])[CH3:2]. (4) Given the reactants [F:1][CH2:2][C@@H:3]1[CH2:7][CH2:6][N:5]([C@@H:8]([CH3:48])[CH2:9][O:10][C:11]2[CH:16]=[CH:15][C:14]([CH:17]3[C:26]([C:27]4[CH:32]=[CH:31][CH:30]=[C:29]([O:33]C5CCCCO5)[CH:28]=4)=[C:25]([CH3:40])[C:24]4[C:19](=[CH:20][CH:21]=[C:22]([O:41]C5CCCCO5)[CH:23]=4)[O:18]3)=[CH:13][CH:12]=2)[CH2:4]1, predict the reaction product. The product is: [F:1][CH2:2][C@@H:3]1[CH2:7][CH2:6][N:5]([C@@H:8]([CH3:48])[CH2:9][O:10][C:11]2[CH:16]=[CH:15][C:14]([CH:17]3[C:26]([C:27]4[CH:32]=[CH:31][CH:30]=[C:29]([OH:33])[CH:28]=4)=[C:25]([CH3:40])[C:24]4[C:19](=[CH:20][CH:21]=[C:22]([OH:41])[CH:23]=4)[O:18]3)=[CH:13][CH:12]=2)[CH2:4]1. (5) Given the reactants [OH:1][C:2]1[C:7]2[C:8](=[O:28])/[C:9](=[CH:11]/[C:12]3[C:20]4[C:15](=[CH:16][CH:17]=[CH:18][C:19]=4[C:21]4[CH:26]=[CH:25][CH:24]=[CH:23][CH:22]=4)[N:14]([CH3:27])[CH:13]=3)/[O:10][C:6]=2[CH:5]=[C:4]([OH:29])[CH:3]=1.[CH3:30][N:31]([CH3:35])[C:32](Cl)=[O:33], predict the reaction product. The product is: [CH3:30][N:31]([CH3:35])[C:32](=[O:33])[O:1][C:2]1[C:7]2[C:8](=[O:28])/[C:9](=[CH:11]/[C:12]3[C:20]4[C:15](=[CH:16][CH:17]=[CH:18][C:19]=4[C:21]4[CH:26]=[CH:25][CH:24]=[CH:23][CH:22]=4)[N:14]([CH3:27])[CH:13]=3)/[O:10][C:6]=2[CH:5]=[C:4]([O:29][C:32](=[O:33])[N:31]([CH3:35])[CH3:30])[CH:3]=1. (6) Given the reactants [CH3:1][O:2][CH2:3][C:4]1[CH:5]=[C:6]2[C:10](=[CH:11][CH:12]=1)[CH2:9][N:8](S(C1C=CC(C)=CC=1)(=O)=O)[CH2:7]2.CCN(CC)CC, predict the reaction product. The product is: [CH3:1][O:2][CH2:3][C:4]1[CH:5]=[C:6]2[C:10](=[CH:11][CH:12]=1)[CH2:9][NH:8][CH2:7]2.